This data is from Full USPTO retrosynthesis dataset with 1.9M reactions from patents (1976-2016). The task is: Predict the reactants needed to synthesize the given product. (1) Given the product [CH2:42]([O:41][C:39]([C@@:34]1([NH:33][C:32]([C@@H:9]2[CH2:10][C@@H:11]([O:13][C:14]3[C:23]4[C:18](=[CH:19][C:20]([O:24][CH3:25])=[CH:21][CH:22]=4)[N:17]=[C:16]([C:26]4[CH:27]=[CH:28][CH:29]=[CH:30][CH:31]=4)[CH:15]=3)[CH2:12][C@H:8]2[C:6](=[O:7])[NH:65][C@H:66]([C:71](=[O:84])[NH:72][C@@H:73]([CH:51]2[CH2:50][CH2:98][CH2:97][CH2:96][CH2:95]2)[C:74](=[O:77])[NH:75][CH3:76])[C:67]([CH3:69])([CH3:70])[CH3:68])=[O:44])[CH2:36][C@H:35]1[CH:37]=[CH2:38])=[O:40])[CH3:43], predict the reactants needed to synthesize it. The reactants are: C(O[C:6]([C@@H:8]1[CH2:12][C@H:11]([O:13][C:14]2[C:23]3[C:18](=[CH:19][C:20]([O:24][CH3:25])=[CH:21][CH:22]=3)[N:17]=[C:16]([C:26]3[CH:31]=[CH:30][CH:29]=[CH:28][CH:27]=3)[CH:15]=2)[CH2:10][C@H:9]1[C:32](=[O:44])[NH:33][C@:34]1([C:39]([O:41][CH2:42][CH3:43])=[O:40])[CH2:36][C@H:35]1[CH:37]=[CH2:38])=[O:7])(C)(C)C.C([SiH]([CH2:50][CH3:51])CC)C.C(O)(C(F)(F)F)=O.C(OC(=O)[NH:65][C@H:66]([C:71](=[O:84])[NH:72][C@@H:73](C1CCCCC1)[C:74](=[O:77])[NH:75][CH3:76])[C:67]([CH3:70])([CH3:69])[CH3:68])(C)(C)C.CN(C(ON1N=N[C:96]2[CH:97]=[CH:98]C=N[C:95]1=2)=[N+](C)C)C.F[P-](F)(F)(F)(F)F.C(OC([C@@H]1C[C@@H](O)C[C@H]1C(=O)N[C@]1(C(OCC)=O)C[C@H]1C=C)=O)(C)(C)C. (2) Given the product [CH2:17]([C:20]1[CH:25]=[CH:24][C:23]([S:26]([NH:1][C:2]2[S:3][CH:4]=[C:5]([C:7]3[CH:8]=[CH:9][C:10]([NH:13][C:14](=[O:16])[CH3:15])=[CH:11][CH:12]=3)[N:6]=2)(=[O:28])=[O:27])=[CH:22][CH:21]=1)[CH2:18][CH3:19], predict the reactants needed to synthesize it. The reactants are: [NH2:1][C:2]1[S:3][CH:4]=[C:5]([C:7]2[CH:12]=[CH:11][C:10]([NH:13][C:14](=[O:16])[CH3:15])=[CH:9][CH:8]=2)[N:6]=1.[CH2:17]([C:20]1[CH:25]=[CH:24][C:23]([S:26](Cl)(=[O:28])=[O:27])=[CH:22][CH:21]=1)[CH2:18][CH3:19]. (3) Given the product [CH3:38][N:36]([CH3:37])[C:32]1[CH:31]=[C:30]([CH:35]=[CH:34][CH:33]=1)[C:29]([NH:28][C:23]1[CH:24]=[CH:25][C:26]([CH3:27])=[C:21]([NH:20][C:6](=[O:7])[C:5]2[CH:9]=[CH:10][C:11]([O:12][CH2:13][C:14]3[CH:19]=[CH:18][CH:17]=[CH:16][CH:15]=3)=[C:3]([O:2][CH3:1])[CH:4]=2)[CH:22]=1)=[O:39], predict the reactants needed to synthesize it. The reactants are: [CH3:1][O:2][C:3]1[CH:4]=[C:5]([CH:9]=[CH:10][C:11]=1[O:12][CH2:13][C:14]1[CH:19]=[CH:18][CH:17]=[CH:16][CH:15]=1)[C:6](Cl)=[O:7].[NH2:20][C:21]1[CH:22]=[C:23]([NH:28][C:29](=[O:39])[C:30]2[CH:35]=[CH:34][CH:33]=[C:32]([N:36]([CH3:38])[CH3:37])[CH:31]=2)[CH:24]=[CH:25][C:26]=1[CH3:27]. (4) Given the product [N+:8]([C:5]1[CH:6]=[CH:7][C:2]([O:19][C:14]2[CH:13]=[CH:12][CH:11]=[CH:16][C:15]=2[CH:17]=[O:18])=[CH:3][CH:4]=1)([O-:10])=[O:9], predict the reactants needed to synthesize it. The reactants are: F[C:2]1[CH:7]=[CH:6][C:5]([N+:8]([O-:10])=[O:9])=[CH:4][CH:3]=1.[CH:11]1[CH:16]=[C:15]([CH:17]=[O:18])[C:14]([OH:19])=[CH:13][CH:12]=1.C(=O)([O-])[O-].[K+].[K+].CN(C=O)C. (5) The reactants are: Br[C:2]1[N:7]=[C:6]2[S:8][C:9]([NH:11][C:12](=[O:23])[C:13]3[CH:18]=[CH:17][C:16]([C:19]([OH:22])([CH3:21])[CH3:20])=[CH:15][CH:14]=3)=[N:10][C:5]2=[CH:4][CH:3]=1.[CH3:24][O:25][C:26]1[CH:31]=[C:30](B(O)O)[CH:29]=[CH:28][N:27]=1. Given the product [OH:22][C:19]([C:16]1[CH:17]=[CH:18][C:13]([C:12]([NH:11][C:9]2[S:8][C:6]3[C:5]([N:10]=2)=[CH:4][CH:3]=[C:2]([C:30]2[CH:29]=[CH:28][N:27]=[C:26]([O:25][CH3:24])[CH:31]=2)[N:7]=3)=[O:23])=[CH:14][CH:15]=1)([CH3:21])[CH3:20], predict the reactants needed to synthesize it.